From a dataset of Catalyst prediction with 721,799 reactions and 888 catalyst types from USPTO. Predict which catalyst facilitates the given reaction. (1) Product: [Si:1]([O:8][C@@H:9]1[C@@H:14]([CH3:15])[CH2:13][N:12]([C:16]2[CH:21]=[CH:20][N:19]=[CH:18][C:17]=2[NH:22][C:23]([C:25]2[N:30]=[C:29]3[C:31]([CH:34]([CH3:36])[CH3:35])=[CH:32][O:33][C:28]3=[CH:27][CH:26]=2)=[O:24])[CH2:11][C@H:10]1[NH:37][C:38](=[O:44])[O:39][C:40]([CH3:41])([CH3:42])[CH3:43])([C:4]([CH3:6])([CH3:7])[CH3:5])([CH3:2])[CH3:3]. The catalyst class is: 19. Reactant: [Si:1]([O:8][C@@H:9]1[C@@H:14]([CH3:15])[CH2:13][N:12]([C:16]2[CH:21]=[CH:20][N:19]=[CH:18][C:17]=2[NH:22][C:23]([C:25]2[N:30]=[C:29]3[C:31]([C:34]([CH3:36])=[CH2:35])=[CH:32][O:33][C:28]3=[CH:27][CH:26]=2)=[O:24])[CH2:11][C@H:10]1[NH:37][C:38](=[O:44])[O:39][C:40]([CH3:43])([CH3:42])[CH3:41])([C:4]([CH3:7])([CH3:6])[CH3:5])([CH3:3])[CH3:2]. (2) Reactant: [CH3:1][C:2]1[CH:7]=[CH:6][C:5]([C:8]2[N:9]=[C:10]3[CH:15]=[CH:14][C:13]([CH3:16])=[CH:12][N:11]3[C:17]=2[CH2:18][C:19](O)=[O:20])=[CH:4][CH:3]=1.S(Cl)(Cl)=O.Cl.[CH3:27][NH:28][CH3:29].C(N(CC)CC)C.[C:37]([OH:46])(=[O:45])[CH:38]([CH:40]([C:42]([OH:44])=[O:43])[OH:41])[OH:39]. Product: [CH3:1][C:2]1[CH:3]=[CH:4][C:5]([C:8]2[N:9]=[C:10]3[N:11]([CH:12]=[C:13]([CH3:16])[CH:14]=[CH:15]3)[C:17]=2[CH2:18][C:19]([N:28]([CH3:29])[CH3:27])=[O:20])=[CH:6][CH:7]=1.[CH:38]([OH:39])([C:37]([OH:46])=[O:45])[CH:40]([OH:41])[C:42]([OH:44])=[O:43]. The catalyst class is: 34. (3) Reactant: [CH:1]1([C:4]2[C:5]([O:15][CH2:16][CH:17]3[CH2:22][CH2:21][N:20]([CH2:23][C:24]4[CH:29]=[C:28]([Cl:30])[CH:27]=[C:26]([Cl:31])[C:25]=4I)[CH2:19][CH2:18]3)=[CH:6][C:7]([F:14])=[C:8]([CH:13]=2)[C:9]([O:11][CH3:12])=[O:10])[CH2:3][CH2:2]1.[Cu](C#N)[C:34]#[N:35]. Product: [CH:1]1([C:4]2[C:5]([O:15][CH2:16][CH:17]3[CH2:22][CH2:21][N:20]([CH2:23][C:24]4[CH:29]=[C:28]([Cl:30])[CH:27]=[C:26]([Cl:31])[C:25]=4[C:34]#[N:35])[CH2:19][CH2:18]3)=[CH:6][C:7]([F:14])=[C:8]([CH:13]=2)[C:9]([O:11][CH3:12])=[O:10])[CH2:3][CH2:2]1. The catalyst class is: 435. (4) Reactant: Cl.[NH2:2][CH2:3][C:4]1[CH:12]=[CH:11][CH:10]=[C:9]2[C:5]=1[C:6](=[O:22])[N:7]([CH:14]1[CH2:19][CH2:18][C:17](=[O:20])[NH:16][C:15]1=[O:21])[C:8]2=[O:13].N12CCCN=C1CCCCC2.ON1C2C=CC=CC=2N=N1.[CH3:44][C:45]1[S:46][C:47]([CH3:54])=[C:48]([CH2:50][C:51](O)=[O:52])[N:49]=1.Cl.CN(C)CCCN=C=NCC. Product: [CH3:44][C:45]1[S:46][C:47]([CH3:54])=[C:48]([CH2:50][C:51]([NH:2][CH2:3][C:4]2[CH:12]=[CH:11][CH:10]=[C:9]3[C:5]=2[C:6](=[O:22])[N:7]([CH:14]2[CH2:19][CH2:18][C:17](=[O:20])[NH:16][C:15]2=[O:21])[C:8]3=[O:13])=[O:52])[N:49]=1. The catalyst class is: 10. (5) Reactant: Cl[C:2](=[N:8][OH:9])[C:3]([O:5][CH2:6][CH3:7])=[O:4].[Br:10][CH2:11][C:12]#[CH:13].C(=O)(O)[O-].[Na+].O. Product: [Br:10][CH2:11][C:12]1[O:9][N:8]=[C:2]([C:3]([O:5][CH2:6][CH3:7])=[O:4])[CH:13]=1. The catalyst class is: 13. (6) The catalyst class is: 174. Product: [F:1][C@@H:2]1[C@@H:6]([CH2:7][O:8][C:49]([O:48][CH2:47][CH2:46][CH:45]([CH2:44][O:43][C:41](=[O:42])[C@H:37]([CH:38]([CH3:40])[CH3:39])[NH:36][C:26]([O:28][CH2:29][C:30]2[CH:35]=[CH:34][CH:33]=[CH:32][CH:31]=2)=[O:27])[CH2:52][O:53][C:54](=[O:72])[CH2:55][CH2:56][CH2:57][CH2:58][CH2:59][CH2:60][CH2:61][CH2:62][CH2:63][CH2:64][CH2:65][CH2:66][CH2:67][CH2:68][CH2:69][CH2:70][CH3:71])=[O:50])[O:5][C@@H:4]([N:9]2[C:19]3[N:18]=[C:16]([NH2:17])[NH:15][C:13](=[O:14])[C:12]=3[N:11]=[CH:10]2)[CH2:3]1. Reactant: [F:1][C@@H:2]1[C@@H:6]([CH2:7][OH:8])[O:5][C@@H:4]([N:9]2[C:19]3[N:18]=[C:16]([NH2:17])[NH:15][C:13](=[O:14])[C:12]=3[N:11]=[CH:10]2)[CH2:3]1.N1C=CC=CC=1.[C:26]([NH:36][C@H:37]([C:41]([O:43][CH2:44][CH:45]([CH2:52][O:53][C:54](=[O:72])[CH2:55][CH2:56][CH2:57][CH2:58][CH2:59][CH2:60][CH2:61][CH2:62][CH2:63][CH2:64][CH2:65][CH2:66][CH2:67][CH2:68][CH2:69][CH2:70][CH3:71])[CH2:46][CH2:47][O:48][C:49](Cl)=[O:50])=[O:42])[CH:38]([CH3:40])[CH3:39])([O:28][CH2:29][C:30]1[CH:35]=[CH:34][CH:33]=[CH:32][CH:31]=1)=[O:27].